This data is from NCI-60 drug combinations with 297,098 pairs across 59 cell lines. The task is: Regression. Given two drug SMILES strings and cell line genomic features, predict the synergy score measuring deviation from expected non-interaction effect. (1) Drug 1: CCC(=C(C1=CC=CC=C1)C2=CC=C(C=C2)OCCN(C)C)C3=CC=CC=C3.C(C(=O)O)C(CC(=O)O)(C(=O)O)O. Drug 2: C(CC(=O)O)C(=O)CN.Cl. Cell line: IGROV1. Synergy scores: CSS=2.94, Synergy_ZIP=3.59, Synergy_Bliss=-2.26, Synergy_Loewe=-3.06, Synergy_HSA=-2.56. (2) Cell line: 786-0. Drug 1: CN(C)N=NC1=C(NC=N1)C(=O)N. Synergy scores: CSS=-1.43, Synergy_ZIP=-0.00606, Synergy_Bliss=-2.94, Synergy_Loewe=-4.78, Synergy_HSA=-4.38. Drug 2: CC1=C(C=C(C=C1)C(=O)NC2=CC(=CC(=C2)C(F)(F)F)N3C=C(N=C3)C)NC4=NC=CC(=N4)C5=CN=CC=C5. (3) Drug 1: CCC(=C(C1=CC=CC=C1)C2=CC=C(C=C2)OCCN(C)C)C3=CC=CC=C3.C(C(=O)O)C(CC(=O)O)(C(=O)O)O. Drug 2: C1=CN(C=N1)CC(O)(P(=O)(O)O)P(=O)(O)O. Cell line: SF-268. Synergy scores: CSS=0.664, Synergy_ZIP=0.346, Synergy_Bliss=-0.0896, Synergy_Loewe=-2.20, Synergy_HSA=-2.34. (4) Cell line: SF-295. Drug 2: COC1=NC(=NC2=C1N=CN2C3C(C(C(O3)CO)O)O)N. Drug 1: C1=CN(C(=O)N=C1N)C2C(C(C(O2)CO)O)O.Cl. Synergy scores: CSS=3.89, Synergy_ZIP=-1.94, Synergy_Bliss=5.10, Synergy_Loewe=-1.45, Synergy_HSA=-0.0444. (5) Drug 1: CC1=C2C(C(=O)C3(C(CC4C(C3C(C(C2(C)C)(CC1OC(=O)C(C(C5=CC=CC=C5)NC(=O)OC(C)(C)C)O)O)OC(=O)C6=CC=CC=C6)(CO4)OC(=O)C)OC)C)OC. Drug 2: C1CC(C1)(C(=O)O)C(=O)O.[NH2-].[NH2-].[Pt+2]. Cell line: OVCAR3. Synergy scores: CSS=67.8, Synergy_ZIP=0.205, Synergy_Bliss=-2.64, Synergy_Loewe=-3.61, Synergy_HSA=-0.117.